This data is from Reaction yield outcomes from USPTO patents with 853,638 reactions. The task is: Predict the reaction yield, written as a fraction of the theoretical maximum amount of product (1.0 means a 100% yield; for example, 0.34 means a 34% yield). (1) The product is [CH3:24][C:17]1([CH3:23])[CH2:16][C:15]2[S:14][C:13]3[C:12](=[O:25])[N:11]([C:6]4[CH:7]=[C:8]([F:10])[CH:9]=[C:2]([C:31]5[CH:30]=[C:29]([NH:42][C:43]6[CH:48]=[CH:47][C:46]([N:49]7[CH2:54][CH2:53][N:52]([CH:55]8[CH2:56][O:57][CH2:58]8)[CH2:51][C@@H:50]7[CH3:59])=[CH:45][N:44]=6)[C:28](=[O:60])[N:27]([CH3:26])[CH:32]=5)[C:3]=4[CH:4]=[O:5])[N:22]=[CH:21][C:20]=3[C:19]=2[CH2:18]1. The yield is 0.800. The catalyst is O.C1C=CC(P(C2C=CC=CC=2)[C-]2C=CC=C2)=CC=1.C1C=CC(P(C2C=CC=CC=2)[C-]2C=CC=C2)=CC=1.Cl[Pd]Cl.[Fe+2].O1CCCC1. The reactants are Br[C:2]1[CH:9]=[C:8]([F:10])[CH:7]=[C:6]([N:11]2[N:22]=[CH:21][C:20]3[C:19]4[CH2:18][C:17]([CH3:24])([CH3:23])[CH2:16][C:15]=4[S:14][C:13]=3[C:12]2=[O:25])[C:3]=1[CH:4]=[O:5].[CH3:26][N:27]1[CH:32]=[C:31](B2OC(C)(C)C(C)(C)O2)[CH:30]=[C:29]([NH:42][C:43]2[CH:48]=[CH:47][C:46]([N:49]3[CH2:54][CH2:53][N:52]([CH:55]4[CH2:58][O:57][CH2:56]4)[CH2:51][C@@H:50]3[CH3:59])=[CH:45][N:44]=2)[C:28]1=[O:60].[O-]P([O-])([O-])=O.[K+].[K+].[K+]. (2) The product is [F:33][C:32]([F:35])([F:34])[C:30]([OH:36])=[O:31].[CH3:16][N:15]([CH3:17])[C:13]1[N:12]=[C:11]([CH3:18])[N:10]=[C:9]([NH:8][C@@H:5]2[CH2:4][CH2:3][C@H:2]([NH:1][C:28]([NH:27][C:23]3[CH:24]=[CH:25][CH:26]=[C:21]([O:20][CH3:19])[CH:22]=3)=[O:29])[CH2:7][CH2:6]2)[CH:14]=1. The reactants are [NH2:1][C@@H:2]1[CH2:7][CH2:6][C@H:5]([NH:8][C:9]2[CH:14]=[C:13]([N:15]([CH3:17])[CH3:16])[N:12]=[C:11]([CH3:18])[N:10]=2)[CH2:4][CH2:3]1.[CH3:19][O:20][C:21]1[CH:22]=[C:23]([N:27]=[C:28]=[O:29])[CH:24]=[CH:25][CH:26]=1.[C:30]([OH:36])([C:32]([F:35])([F:34])[F:33])=[O:31]. The catalyst is CS(C)=O. The yield is 0.410.